Predict the reactants needed to synthesize the given product. From a dataset of Full USPTO retrosynthesis dataset with 1.9M reactions from patents (1976-2016). (1) Given the product [Br:10][C:11]1[CH:12]=[C:13]2[C:14]3([CH2:39][C:40](=[O:42])[N:37]([CH3:38])[C:28]([NH:29][C:30](=[O:31])[O:32][C:33]([CH3:35])([CH3:36])[CH3:34])=[N:27]3)[C:15]3[CH:20]=[C:19]([Cl:21])[N:18]=[C:17]([F:22])[C:16]=3[O:23][C:24]2=[CH:25][CH:26]=1, predict the reactants needed to synthesize it. The reactants are: CCN(C(C)C)C(C)C.[Br:10][C:11]1[CH:12]=[C:13]2[C:24](=[CH:25][CH:26]=1)[O:23][C:16]1[C:17]([F:22])=[N:18][C:19]([Cl:21])=[CH:20][C:15]=1[C:14]2([CH2:39][C:40]([O:42]C)=O)[NH:27][C:28]([NH:37][CH3:38])=[N:29][C:30]([O:32][C:33]([CH3:36])([CH3:35])[CH3:34])=[O:31]. (2) Given the product [CH3:17][N:8]1[C:7](=[O:18])[C:6]2=[C:2]([O:37][C:31]3[CH:36]=[CH:35][CH:34]=[CH:33][CH:32]=3)[N:3]([CH2:19][C:20]3[CH:21]=[CH:22][C:23]([N:26]4[CH:30]=[CH:29][CH:28]=[N:27]4)=[CH:24][CH:25]=3)[N:4]=[C:5]2[N:10]2[C@H:11]3[CH2:16][CH2:15][CH2:14][C@H:12]3[N:13]=[C:9]12, predict the reactants needed to synthesize it. The reactants are: Cl[C:2]1[N:3]([CH2:19][C:20]2[CH:25]=[CH:24][C:23]([N:26]3[CH:30]=[CH:29][CH:28]=[N:27]3)=[CH:22][CH:21]=2)[N:4]=[C:5]2[N:10]3[C@H:11]4[CH2:16][CH2:15][CH2:14][C@H:12]4[N:13]=[C:9]3[N:8]([CH3:17])[C:7](=[O:18])[C:6]=12.[C:31]1([OH:37])[CH:36]=[CH:35][CH:34]=[CH:33][CH:32]=1.C([O-])([O-])=O.[Cs+].[Cs+]. (3) The reactants are: Br[C:2]1[CH:3]=[C:4]([N+:10]([O-:12])=[O:11])[C:5]([O:8][CH3:9])=[N:6][CH:7]=1.[CH2:13]([N:20]1[CH:24]=[C:23](B2OC(C)(C)C(C)(C)O2)[CH:22]=[N:21]1)[C:14]1[CH:19]=[CH:18][CH:17]=[CH:16][CH:15]=1.C(=O)([O-])[O-].[K+].[K+].O1CCOCC1. Given the product [CH2:13]([N:20]1[CH:24]=[C:23]([C:2]2[CH:3]=[C:4]([N+:10]([O-:12])=[O:11])[C:5]([O:8][CH3:9])=[N:6][CH:7]=2)[CH:22]=[N:21]1)[C:14]1[CH:19]=[CH:18][CH:17]=[CH:16][CH:15]=1, predict the reactants needed to synthesize it. (4) Given the product [OH:62][C:59]1[CH:58]=[CH:57][C:56]([O:55][C:52]2[CH:53]=[CH:54][C:49]([O:48][C:44]3[CH:43]=[C:42]([CH:47]=[CH:46][CH:45]=3)[CH2:41][C@@H:33]([C:32]([OH:64])=[O:31])[NH2:34])=[CH:50][CH:51]=2)=[CH:61][CH:60]=1, predict the reactants needed to synthesize it. The reactants are: C(OC(=O)[C@H](CC1C=CC=C(OC2C=CC(O)=CC=2)C=1)NC(=O)C(F)(F)F)C.C([O:31][C:32](=[O:64])[C@H:33]([CH2:41][C:42]1[CH:47]=[CH:46][CH:45]=[C:44]([O:48][C:49]2[CH:54]=[CH:53][C:52]([O:55][C:56]3[CH:61]=[CH:60][C:59]([O:62]C)=[CH:58][CH:57]=3)=[CH:51][CH:50]=2)[CH:43]=1)[NH:34]C(=O)C(F)(F)F)C. (5) Given the product [C:1]([C:5]1[O:9][N:8]=[C:7]([NH:10][C:11](=[O:25])[C:12]([S:15]([C:18]2[CH:19]=[N:20][C:21]([O:27][CH3:26])=[CH:22][CH:23]=2)(=[O:17])=[O:16])([CH3:14])[CH3:13])[CH:6]=1)([CH3:4])([CH3:3])[CH3:2], predict the reactants needed to synthesize it. The reactants are: [C:1]([C:5]1[O:9][N:8]=[C:7]([NH:10][C:11](=[O:25])[C:12]([S:15]([C:18]2[CH:19]=[N:20][C:21](Cl)=[CH:22][CH:23]=2)(=[O:17])=[O:16])([CH3:14])[CH3:13])[CH:6]=1)([CH3:4])([CH3:3])[CH3:2].[CH3:26][O-:27].[Na+]. (6) Given the product [NH2:1][C:2]1[N:7]=[CH:6][N:5]=[C:4]([CH2:8][C:9]2[CH:14]=[CH:13][C:12]([NH:15][C:38]([NH:37][C:34]3[CH:35]=[CH:36][C:31]([C:27]([CH3:30])([CH3:28])[CH3:29])=[CH:32][CH:33]=3)=[O:39])=[CH:11][CH:10]=2)[CH:3]=1, predict the reactants needed to synthesize it. The reactants are: [NH2:1][C:2]1[N:7]=[CH:6][N:5]=[C:4]([CH2:8][C:9]2[CH:14]=[CH:13][C:12]([NH:15]C(NC3C=CC(CC)=CC=3)=O)=[CH:11][CH:10]=2)[CH:3]=1.[C:27]([C:31]1[CH:36]=[CH:35][C:34]([N:37]=[C:38]=[O:39])=[CH:33][CH:32]=1)([CH3:30])([CH3:29])[CH3:28].